This data is from Catalyst prediction with 721,799 reactions and 888 catalyst types from USPTO. The task is: Predict which catalyst facilitates the given reaction. (1) Reactant: C([S:4][CH:5]1[CH2:10][CH2:9][N:8]([C:11]([O:13][C:14]([CH3:17])([CH3:16])[CH3:15])=[O:12])[CH2:7][CH2:6]1)(=O)C.C[O-].[Na+].CO. Product: [C:14]([O:13][C:11]([N:8]1[CH2:9][CH2:10][CH:5]([SH:4])[CH2:6][CH2:7]1)=[O:12])([CH3:17])([CH3:15])[CH3:16]. The catalyst class is: 15. (2) Reactant: O.S(O)(O)(=O)=O.[NH2:7][C:8]1[C:13]([NH2:14])=[C:12]([OH:15])[N:11]=[C:10]([SH:16])[N:9]=1.[NH2:7][C:8]1[C:13]([NH2:14])=[C:12]([OH:15])[N:11]=[C:10]([SH:16])[N:9]=1.O.O.O.[Cl-:30].[Ba+2].[Cl-]. Product: [ClH:30].[NH2:14][C:13]1[C:12]([OH:15])=[N:11][C:10]([SH:16])=[N:9][C:8]=1[NH2:7]. The catalyst class is: 6. (3) Reactant: [Cl:1][C:2]1[N:10]=[C:9]2[C:5]([N:6]=[CH:7][NH:8]2)=[C:4]([Cl:11])[N:3]=1.[CH3:12][O:13][C:14]1[CH:19]=[CH:18][C:17]([CH:20]([C:22]2[CH:27]=[CH:26][C:25]([O:28][CH3:29])=[CH:24][CH:23]=2)O)=[CH:16][CH:15]=1.S(=O)(=O)(O)O. Product: [CH3:29][O:28][C:25]1[CH:24]=[CH:23][C:22]([CH:20]([C:17]2[CH:18]=[CH:19][C:14]([O:13][CH3:12])=[CH:15][CH:16]=2)[N:8]2[CH:7]=[N:6][C:5]3[C:9]2=[N:10][C:2]([Cl:1])=[N:3][C:4]=3[Cl:11])=[CH:27][CH:26]=1. The catalyst class is: 86. (4) Reactant: [C:1]([C:3]1[CH:16]=[CH:15][C:6]([CH2:7][NH:8][S:9]([CH2:12][CH2:13]Cl)(=[O:11])=[O:10])=[CH:5][CH:4]=1)#[N:2].[C:17]([O:21][C:22]([N:24]1[CH2:31][CH:30]2[O:32][CH:26]([CH2:27][NH:28][CH2:29]2)[CH2:25]1)=[O:23])([CH3:20])([CH3:19])[CH3:18].C(=O)([O-])[O-].[K+].[K+]. Product: [C:17]([O:21][C:22]([N:24]1[CH2:25][CH:26]2[O:32][CH:30]([CH2:29][N:28]([CH2:13][CH2:12][S:9](=[O:11])(=[O:10])[NH:8][CH2:7][C:6]3[CH:15]=[CH:16][C:3]([C:1]#[N:2])=[CH:4][CH:5]=3)[CH2:27]2)[CH2:31]1)=[O:23])([CH3:20])([CH3:18])[CH3:19]. The catalyst class is: 10. (5) Reactant: [C:1]1([C:7]2[NH:8][C:9]([C:18]3[CH:23]=[CH:22][CH:21]=[CH:20][CH:19]=3)=[C:10]([C:12]3[CH:17]=[CH:16][CH:15]=[CH:14][CH:13]=3)[N:11]=2)[CH:6]=[CH:5][CH:4]=[CH:3][CH:2]=1.[CH3:24][N:25]([CH:27]=[N:28][S:29]([C:32]1[C:33]([C:38]2[CH:43]=[CH:42][C:41]([CH2:44]Br)=[CH:40][CH:39]=2)=[CH:34][CH:35]=[CH:36][CH:37]=1)(=[O:31])=[O:30])[CH3:26].C([O-])([O-])=O.[K+].[K+].O. Product: [CH3:24][N:25]([CH3:26])[CH:27]=[N:28][S:29]([C:32]1[C:33]([C:38]2[CH:39]=[CH:40][C:41]([CH2:44][N:11]3[C:10]([C:12]4[CH:17]=[CH:16][CH:15]=[CH:14][CH:13]=4)=[C:9]([C:18]4[CH:19]=[CH:20][CH:21]=[CH:22][CH:23]=4)[N:8]=[C:7]3[C:1]3[CH:6]=[CH:5][CH:4]=[CH:3][CH:2]=3)=[CH:42][CH:43]=2)=[CH:34][CH:35]=[CH:36][CH:37]=1)(=[O:30])=[O:31]. The catalyst class is: 3. (6) Reactant: [CH3:1][O:2][C:3]1[CH:4]=[C:5]2[C:10](=[CH:11][C:12]=1[O:13][CH3:14])[CH:9]=[N:8][CH:7]=[C:6]2[CH2:15][C:16]1[NH:24][C:23]2[C:22](=[O:25])[N:21]([CH3:26])[C:20](=[O:27])[N:19]([CH2:28][CH:29]([CH3:32])[CH2:30][OH:31])[C:18]=2[N:17]=1.[C:33](Cl)(=[O:35])[CH3:34]. Product: [CH3:1][O:2][C:3]1[CH:4]=[C:5]2[C:10](=[CH:11][C:12]=1[O:13][CH3:14])[CH:9]=[N:8][CH:7]=[C:6]2[CH2:15][C:16]1[NH:24][C:23]2[C:22](=[O:25])[N:21]([CH3:26])[C:20](=[O:27])[N:19]([CH2:28][CH:29]([CH3:32])[CH2:30][O:31][C:33](=[O:35])[CH3:34])[C:18]=2[N:17]=1. The catalyst class is: 17. (7) Reactant: [C:1]([O:5][CH3:6])(=[O:4])[C:2]#[CH:3].[N:7]([CH:10]([CH3:18])[C:11]([O:13]C(C)(C)C)=[O:12])=[N+:8]=[N-:9]. Product: [CH3:6][O:5][C:1]([C:2]1[N:7]([CH:10]([CH3:18])[C:11]([OH:13])=[O:12])[N:8]=[N:9][CH:3]=1)=[O:4]. The catalyst class is: 11. (8) Reactant: Br[C:2]1[CH:12]=[C:5]2[C:6]([CH3:11])=[N:7][C:8]([CH3:10])=[CH:9][N:4]2[N:3]=1.[CH3:13][Sn:14]([CH3:20])([CH3:19])[Sn:14]([CH3:20])([CH3:19])[CH3:13]. Product: [CH3:11][C:6]1[C:5]2[N:4]([N:3]=[C:2]([Sn:14]([CH3:20])([CH3:19])[CH3:13])[CH:12]=2)[CH:9]=[C:8]([CH3:10])[N:7]=1. The catalyst class is: 741. (9) Reactant: [Cl:1][C:2]1[CH:10]=[CH:9][CH:8]=[C:7]([N+:11]([O-:13])=[O:12])[C:3]=1[C:4]([OH:6])=O.O=S(Cl)Cl.[F:18][C:19]1[CH:25]=[CH:24][C:22]([NH2:23])=[CH:21][CH:20]=1.C([O-])(O)=O.[Na+]. Product: [Cl:1][C:2]1[CH:10]=[CH:9][CH:8]=[C:7]([N+:11]([O-:13])=[O:12])[C:3]=1[C:4]([NH:23][C:22]1[CH:24]=[CH:25][C:19]([F:18])=[CH:20][CH:21]=1)=[O:6]. The catalyst class is: 857.